Dataset: Catalyst prediction with 721,799 reactions and 888 catalyst types from USPTO. Task: Predict which catalyst facilitates the given reaction. (1) Reactant: C[Si]([N-][Si](C)(C)C)(C)C.[Li+].C1COCC1.[CH2:16]([Sn:20](Cl)([CH2:25][CH2:26][CH2:27][CH3:28])[CH2:21][CH2:22][CH2:23][CH3:24])[CH2:17][CH2:18][CH3:19].[F:30][C:31]1[N:32]=[CH:33][N:34]2[CH:38]=[CH:37][S:36][C:35]=12.O. Product: [F:30][C:31]1[N:32]=[CH:33][N:34]2[CH:38]=[C:37]([Sn:20]([CH2:25][CH2:26][CH2:27][CH3:28])([CH2:21][CH2:22][CH2:23][CH3:24])[CH2:16][CH2:17][CH2:18][CH3:19])[S:36][C:35]=12. The catalyst class is: 1. (2) Reactant: [CH:1]1([NH2:8])[CH2:7][CH2:6][CH2:5][CH2:4][CH2:3][CH2:2]1.[CH3:9][C:10]([OH:49])([C:12]1[CH:13]=[CH:14][CH:15]=[CH:16][C:17]=1[CH2:18][CH2:19][C@@H:20]([S:40][CH2:41][C:42]1([CH2:45][C:46]([OH:48])=[O:47])[CH2:44][CH2:43]1)[C:21]1[CH:22]=[CH:23][CH:24]=[C:25](/[CH:27]=[CH:28]/[C:29]2[CH:30]=[CH:31][C:32]3[CH:33]=[CH:34][C:35]([Cl:39])=[CH:36][C:37]=3[N:38]=2)[CH:26]=1)[CH3:11]. Product: [CH3:11][C:10]([OH:49])([C:12]1[CH:13]=[CH:14][CH:15]=[CH:16][C:17]=1[CH2:18][CH2:19][C@@H:20]([S:40][CH2:41][C:42]1([CH2:45][C:46]([OH:48])=[O:47])[CH2:43][CH2:44]1)[C:21]1[CH:22]=[CH:23][CH:24]=[C:25](/[CH:27]=[CH:28]/[C:29]2[CH:30]=[CH:31][C:32]3[CH:33]=[CH:34][C:35]([Cl:39])=[CH:36][C:37]=3[N:38]=2)[CH:26]=1)[CH3:9].[CH:1]1([NH2:8])[CH2:7][CH2:6][CH2:5][CH2:4][CH2:3][CH2:2]1. The catalyst class is: 13. (3) Reactant: [CH:1]([C:4]1[CH:9]=[CH:8][C:7]([S:10]([NH:13][C:14]2[CH:22]=[CH:21][CH:20]=[C:19]3[C:15]=2[CH2:16][CH:17]([CH2:23][NH2:24])[CH2:18]3)(=[O:12])=[O:11])=[CH:6][CH:5]=1)([CH3:3])[CH3:2].[CH2:25](Br)[CH:26]=[CH2:27].C(N(CC)CC)C. Product: [CH:1]([C:4]1[CH:5]=[CH:6][C:7]([S:10]([NH:13][C:14]2[CH:22]=[CH:21][CH:20]=[C:19]3[C:15]=2[CH2:16][CH:17]([CH2:23][NH:24][CH2:27][CH:26]=[CH2:25])[CH2:18]3)(=[O:12])=[O:11])=[CH:8][CH:9]=1)([CH3:3])[CH3:2]. The catalyst class is: 3. (4) Reactant: [OH:1][CH2:2][C:3]([CH3:26])=[CH:4][CH2:5][C:6]1[C:14]([O:15][CH2:16][CH2:17][Si:18]([CH3:21])([CH3:20])[CH3:19])=[C:13]2[C:9]([CH2:10][O:11][C:12]2=[O:22])=[C:8]([CH3:23])[C:7]=1[O:24][CH3:25].CCN(C(C)C)C(C)C.Cl[P:37]1[O:42]C(=O)C2C=CC=CC=2[O:38]1. Product: [CH3:25][O:24][C:7]1[C:8]([CH3:23])=[C:9]2[C:13]([C:12](=[O:22])[O:11][CH2:10]2)=[C:14]([O:15][CH2:16][CH2:17][Si:18]([CH3:20])([CH3:19])[CH3:21])[C:6]=1[CH2:5][CH:4]=[C:3]([CH3:26])[CH2:2][O:1][P:37]([OH:42])[OH:38]. The catalyst class is: 12.